Dataset: HIV replication inhibition screening data with 41,000+ compounds from the AIDS Antiviral Screen. Task: Binary Classification. Given a drug SMILES string, predict its activity (active/inactive) in a high-throughput screening assay against a specified biological target. The molecule is COC(=O)C1(CCC(=O)N(C)c2ccccc2)NNC2C(=O)N(c3ccccc3)C(=O)C21. The result is 0 (inactive).